This data is from Forward reaction prediction with 1.9M reactions from USPTO patents (1976-2016). The task is: Predict the product of the given reaction. Given the reactants C([O:3][C:4](=[O:31])[CH2:5][CH:6]1[S:10][C:9]([C:11]2[NH:12][C:13]3[C:18]([CH:19]=2)=[CH:17][C:16]([O:20][C:21]2[CH:22]=[N:23][C:24]([S:27]([CH3:30])(=[O:29])=[O:28])=[CH:25][CH:26]=2)=[CH:15][CH:14]=3)=[N:8][CH2:7]1)C.[OH-].[Na+], predict the reaction product. The product is: [CH3:30][S:27]([C:24]1[N:23]=[CH:22][C:21]([O:20][C:16]2[CH:17]=[C:18]3[C:13](=[CH:14][CH:15]=2)[NH:12][C:11]([C:9]2[S:10][CH:6]([CH2:5][C:4]([OH:31])=[O:3])[CH2:7][N:8]=2)=[CH:19]3)=[CH:26][CH:25]=1)(=[O:28])=[O:29].